This data is from Reaction yield outcomes from USPTO patents with 853,638 reactions. The task is: Predict the reaction yield, written as a fraction of the theoretical maximum amount of product (1.0 means a 100% yield; for example, 0.34 means a 34% yield). The reactants are C(OC(=O)[NH:10][CH2:11][CH2:12][CH2:13][CH2:14][C:15]1[CH:20]=[CH:19][C:18]([O:21][CH2:22][C:23](=[O:31])[NH:24][C:25]2[CH:30]=[CH:29][CH:28]=[CH:27][CH:26]=2)=[CH:17][CH:16]=1)C1C=CC=CC=1.C(O)(=O)C. The catalyst is C(O)C.C1COCC1.[Pd]. The product is [NH2:10][CH2:11][CH2:12][CH2:13][CH2:14][C:15]1[CH:20]=[CH:19][C:18]([O:21][CH2:22][C:23]([NH:24][C:25]2[CH:26]=[CH:27][CH:28]=[CH:29][CH:30]=2)=[O:31])=[CH:17][CH:16]=1. The yield is 0.970.